From a dataset of Reaction yield outcomes from USPTO patents with 853,638 reactions. Predict the reaction yield, written as a fraction of the theoretical maximum amount of product (1.0 means a 100% yield; for example, 0.34 means a 34% yield). The reactants are [NH2:1][CH2:2][C:3]1[C:4]([Cl:20])=[C:5]([O:10][C:11]2[CH:12]=[C:13]([CH:16]=[C:17]([Cl:19])[CH:18]=2)[C:14]#[N:15])[C:6]([F:9])=[CH:7][CH:8]=1.[Cl:21][C:22]1[N:23]=[C:24]([CH3:30])[NH:25][C:26]=1[C:27](O)=[O:28].C(Cl)CCl.C1C=CC2N(O)N=NC=2C=1. The catalyst is CN(C=O)C. The product is [Cl:21][C:22]1[N:23]=[C:24]([CH3:30])[NH:25][C:26]=1[C:27]([NH:1][CH2:2][C:3]1[CH:8]=[CH:7][C:6]([F:9])=[C:5]([O:10][C:11]2[CH:12]=[C:13]([C:14]#[N:15])[CH:16]=[C:17]([Cl:19])[CH:18]=2)[C:4]=1[Cl:20])=[O:28]. The yield is 0.690.